This data is from Forward reaction prediction with 1.9M reactions from USPTO patents (1976-2016). The task is: Predict the product of the given reaction. (1) Given the reactants [CH3:1][O:2][C:3]1[CH:8]=[CH:7][C:6]([C:9]2[CH:10]=[CH:11][C:12]3[N:13]([C:15]([C:18]4[CH:23]=[CH:22][CH:21]=[CH:20][C:19]=4[O:24][CH3:25])=[N:16][N:17]=3)[CH:14]=2)=[CH:5][C:4]=1[N+:26]([O-])=O.[NH4+].[Cl-:30], predict the reaction product. The product is: [ClH:30].[NH2:26][C:4]1[CH:5]=[C:6]([C:9]2[CH:10]=[CH:11][C:12]3[N:13]([C:15]([C:18]4[CH:23]=[CH:22][CH:21]=[CH:20][C:19]=4[O:24][CH3:25])=[N:16][N:17]=3)[CH:14]=2)[CH:7]=[CH:8][C:3]=1[O:2][CH3:1]. (2) Given the reactants [C:1]1([CH2:7][C@H:8]([OH:12])[C:9]([OH:11])=O)[CH:6]=[CH:5][CH:4]=[CH:3][CH:2]=1.[NH:13]1[CH2:18][CH2:17][O:16][CH2:15][CH2:14]1.C1CN([P+](ON2N=NC3C=CC=CC2=3)(N2CCCC2)N2CCCC2)CC1.F[P-](F)(F)(F)(F)F.Cl, predict the reaction product. The product is: [OH:12][C@@H:8]([CH2:7][C:1]1[CH:2]=[CH:3][CH:4]=[CH:5][CH:6]=1)[C:9]([N:13]1[CH2:18][CH2:17][O:16][CH2:15][CH2:14]1)=[O:11]. (3) Given the reactants Br[C:2]1[CH:3]=[C:4]([CH:18]=[CH:19][C:20]=1[Cl:21])[C:5]([NH:7][C:8]1[CH:13]=[C:12]([O:14][CH3:15])[CH:11]=[C:10]([O:16][CH3:17])[CH:9]=1)=[O:6].[Br-].[N:23]1[CH:28]=[CH:27][CH:26]=[CH:25][C:24]=1[Zn+], predict the reaction product. The product is: [Cl:21][C:20]1[CH:19]=[CH:18][C:4]([C:5]([NH:7][C:8]2[CH:13]=[C:12]([O:14][CH3:15])[CH:11]=[C:10]([O:16][CH3:17])[CH:9]=2)=[O:6])=[CH:3][C:2]=1[C:24]1[CH:25]=[CH:26][CH:27]=[CH:28][N:23]=1.